Dataset: NCI-60 drug combinations with 297,098 pairs across 59 cell lines. Task: Regression. Given two drug SMILES strings and cell line genomic features, predict the synergy score measuring deviation from expected non-interaction effect. (1) Drug 1: C1CCN(CC1)CCOC2=CC=C(C=C2)C(=O)C3=C(SC4=C3C=CC(=C4)O)C5=CC=C(C=C5)O. Drug 2: CC1=C(C(CCC1)(C)C)C=CC(=CC=CC(=CC(=O)O)C)C. Cell line: SK-OV-3. Synergy scores: CSS=5.93, Synergy_ZIP=-2.20, Synergy_Bliss=-1.18, Synergy_Loewe=2.73, Synergy_HSA=0.546. (2) Drug 1: CCCS(=O)(=O)NC1=C(C(=C(C=C1)F)C(=O)C2=CNC3=C2C=C(C=N3)C4=CC=C(C=C4)Cl)F. Drug 2: C1=CC(=C2C(=C1NCCNCCO)C(=O)C3=C(C=CC(=C3C2=O)O)O)NCCNCCO. Cell line: MDA-MB-435. Synergy scores: CSS=44.7, Synergy_ZIP=12.1, Synergy_Bliss=13.2, Synergy_Loewe=9.76, Synergy_HSA=14.5.